This data is from Peptide-MHC class I binding affinity with 185,985 pairs from IEDB/IMGT. The task is: Regression. Given a peptide amino acid sequence and an MHC pseudo amino acid sequence, predict their binding affinity value. This is MHC class I binding data. The peptide sequence is KPRLCTREEF. The MHC is HLA-B07:02 with pseudo-sequence HLA-B07:02. The binding affinity (normalized) is 0.882.